From a dataset of Experimentally validated miRNA-target interactions with 360,000+ pairs, plus equal number of negative samples. Binary Classification. Given a miRNA mature sequence and a target amino acid sequence, predict their likelihood of interaction. (1) The miRNA is rno-miR-106b-5p with sequence UAAAGUGCUGACAGUGCAGAU. Result: 0 (no interaction). The protein sequence of the target gene is MHGRLKVKTSEEQAEAKRLEREQKLKLYQSATQAVFQKREAGELDESVLELTSQILGANPDFATLWNCRREVLQQLETQKSPEELAALVKAELGFLESCLRVNPKSYGTWHHRCWLLSRLPEPNWARELELCARFLEADERNFHCWDYRRFVAAQAAVAPAEELAFTDSLITRNFSNYSSWHYRSCLLPQLHPQPDSGPQGRLPENVLLRELELVQNAFFTDPNDQSAWFYHRWLLGRAEPHDVLCCLHVSREEACLSVCFSRPLIVGSKMGTLLLTVDEAPLSVEWRTPDGRNRPSHVW.... (2) The miRNA is hsa-miR-6808-5p with sequence CAGGCAGGGAGGUGGGACCAUG. The protein sequence of the target gene is MVHCSCVLFRKYGNFIDKLRLFTRGGSGGMGYPRLGGEGGKGGDVWVVAQNRMTLKQLKDRYPRKRFVAGVGANSKISALKGSKGKDCEIPVPVGISVTDENGKIIGELNKENDRILVAQGGLGGKLLTNFLPLKGQKRIIHLDLKLIADVGLVGFPNAGKSSLLSCVSHAKPAIADYAFTTLKPELGKIMYSDFKQISVADLPGLIEGAHMNKGMGHKFLKHIERTRQLLFVVDISGFQLSSHTQYRTAFETIILLTKELELYKEELQTKPALLAVNKMDLPDAQDKFHELMSQLQNPK.... Result: 1 (interaction). (3) The protein sequence of the target gene is METDLNSQDRKDLDKFIKFFALKTVQVIVQARLGEKICTRSSSSPTGSDWFNLAIKDIPEVTHEAKKALAGQLPAVGRSMCVEISLKTSEGDSMELEIWCLEMNEKCDKEIKVSYTVYNRLSLLLKSLLAITRVTPAYRLSRKQGHEYVILYRIYFGEVQLSGLGEGFQTVRVGTVGTPVGTITLSCAYRINLAFMSTRQFERTPPIMGIIIDHFVDRPYPSSSPMHPCNYRTAGEDTGVIYPSVEDSQEVCTTSFSTSPPSQLSSSRLSYQPAALGVGSADLAYPVVFAAGLNATHPHQ.... The miRNA is hsa-miR-6804-5p with sequence UGAGGGUGUCAGCAGGUGACG. Result: 0 (no interaction). (4) The miRNA is hsa-miR-4756-3p with sequence CCAGAGAUGGUUGCCUUCCUAU. The protein sequence of the target gene is MALRGHPEPQPTNTPLSATVGGPISLFTQPRCHSAARDLVWSQAWPDPDVLEISMQTPGGSSCRKEAVLPRLRVTRPLVPEPAILPVCAARLAGSLATDLSRSHSLLPPWVDLKEPPPPSAPSLLLEDPGQGGCHGAQSCVGTCELANGARGFCPEMGQNESLSEERKGHESKRKSGGRGSPSSHPTQAS. Result: 0 (no interaction). (5) Result: 1 (interaction). The miRNA is mmu-miR-384-3p with sequence AUUCCUAGAAAUUGUUCACAAU. The protein sequence of the target gene is MIASHMIACLFTELNQNQVQKVDQYLYHMRLSDETLLEISRRFRKEMEKGLGATTHPTAAVKMLPTFVRSTPDGTEHGEFLALDLGGTNFRVLRVRVTDNGLQRVEMENQIYAIPEDIMRGSGTQLFDHIAECLANFMDKLQIKEKKLPLGFTFSFPCHQTKLDESFLVSWTKGFKSSGVEGRDVVDLIRKAIQRRGDFDIDIVAVVNDTVGTMMTCGYDDQNCEIGLIVGTGSNACYMEEMRHIDMVEGDEGRMCINMEWGAFGDDGTLNDIRTEFDREIDMGSLNPGKQLFEKMISGM.... (6) The miRNA is hsa-miR-4768-3p with sequence CCAGGAGAUCCAGAGAGAAU. The protein sequence of the target gene is MAQALLVPPGPESFRLFTRESLAAIEKRAAEEKAKKPKKEQDIDDENKPKPNSDLEAGKNLPFIYGDIPPEMVSEPLEDLDPYYVSKKTFVVLNKGKAIFRFSATSALYILTPLNPVRKIAIKILVHSLFSMLIMCTILTNCVFMTLSNPPDWTKNVEYTFTGIYTFESLIKILARGFCLEDFTFLRDPWNWLDFSVIVMAYVTEFVDLGNVSALRTFRVLRALKTISVIPGLKTIVGALIQSVKKLSDVMILTVFCLSVFALIGLQLFMGNLRNKCSQWPPSDSAFETNTTSYFNGTMD.... Result: 0 (no interaction). (7) The miRNA is hsa-miR-4706 with sequence AGCGGGGAGGAAGUGGGCGCUGCUU. The protein sequence of the target gene is MTVRGDVLAPDPASPTTAAASPSVSVIPEGSPTAMEQPVFLMTTAAQAISGFFVWTALLITCHQIYMHLRCYSCPNEQRYIVRILFIVPIYAFDSWLSLLFFTNDQYYVYFGTVRDCYEALVIYNFLSLCYEYLGGESSIMSEIRGKPIESSCMYGTCCLWGKTYSIGFLRFCKQATLQFCVVKPLMAVSTVVLQAFGKYRDGDFDVTSGYLYVTIIYNISVSLALYALFLFYFATRELLSPYSPVLKFFMVKSVIFLSFWQGMLLAILEKCGAIPKIHSARVSVGEGTVAAGYQDFIIC.... Result: 1 (interaction). (8) The protein sequence of the target gene is MFSALKKLVGSDQAPGRDKNIPAGLQSMNQALQRRFAKGVQYNMKIVIRGDRNTGKTALWHRLQGRPFVEEYIPTQEIQVTSIHWSYKTTDDIVKVEVWDVVDKGKCKKRGDGLKMENDPQEAESEMALDAEFLDVYKNCNGVVMMFDITKQWTFNYILRELPKVPTHVPVCVLGNYRDMGEHRVILPDDVRDFIDNLDRPPGSSYFRYAESSMKNSFGLKYLHKFFNIPFLQLQRETLLRQLETNQLDMDATLEELSVQQETEDQNYGIFLEMMEARSRGHASPLAANGQSPSPGSQSP.... The miRNA is hsa-miR-10a-5p with sequence UACCCUGUAGAUCCGAAUUUGUG. Result: 1 (interaction). (9) The miRNA is rno-miR-204-5p with sequence UUCCCUUUGUCAUCCUAUGCCU. The protein sequence of the target gene is MAQRGGARRPRGDRERLGSRLRALRPGREPRQSEPPAQRGPPPSGRPPARSTASGHDRPTRGAAAGARRPRMKKKTRRRSTRSEELTRSEELTLSEEATWSEEATQSEEATQGEEMNRSQEVTRDEESTRSEEVTREEMAAAGLTVTVTHSNEKHDLHVTSQQGSSEPVVQDLAQVVEEVIGVPQSFQKLIFKGKSLKEMETPLSALGIQDGCRVMLIGKKNSPQEEVELKKLKHLEKSVEKIADQLEELNKELTGIQQGFLPKDLQAEALCKLDRRVKATIEQFMKILEEIDTLILPEN.... Result: 0 (no interaction). (10) The miRNA is hsa-miR-6891-3p with sequence CCCUCAUCUUCCCCUCCUUUC. The protein sequence of the target gene is MALLALLLVVALPRVWTDANLTARQRDPEDSQRTDEGDNRVWCHVCERENTFECQNPRRCKWTEPYCVIAAVKIFPRFFMVAKQCSAGCAAMERPKPEEKRFLLEEPMPFFYLKCCKIRYCNLEGPPINSSVFKEYAGSMGESCGGLWLAILLLLASIAAGLSLS. Result: 0 (no interaction).